Dataset: Experimentally validated miRNA-target interactions with 360,000+ pairs, plus equal number of negative samples. Task: Binary Classification. Given a miRNA mature sequence and a target amino acid sequence, predict their likelihood of interaction. (1) The miRNA is hsa-miR-4659b-5p with sequence UUGCCAUGUCUAAGAAGAA. The protein sequence of the target gene is MEEGSSSPVSPVDSLGTSEEELERQPKRFGRKRRYSKKSSEDGSPTPGKRGKKGSPSAQSFEELQSQRILANVRERQRTQSLNEAFAALRKIIPTLPSDKLSKIQTLKLAARYIDFLYQVLQSDEMDNKMTSCSYVAHERLSYAYSVWRMEGAWSMSASH. Result: 0 (no interaction). (2) The miRNA is hsa-miR-4684-5p with sequence CUCUCUACUGACUUGCAACAUA. The protein sequence of the target gene is MELRCGGLLFSSRFDSGNLAHVEKVESLSSDGEGVGGGASALTSGIASSPDYEFNVWTRPDCAETEFENGNRSWFYFSVRGGMPGKLIKINIMNMNKQSKLYSQGMAPFVRTLPTRPRWERIRDRPTFEMTETQFVLSFVHRFVEGRGATTFFAFCYPFSYSDCQELLNQLDQRFPENHPTHSSPLDTIYYHRELLCYSLDGLRVDLLTITSCHGLREDREPRLEQLFPDTSTPRPFRFAGKRIFFLSSRVHPGETPSSFVFNGFLDFILRPDDPRAQTLRRLFVFKLIPMLNPDGVVRG.... Result: 1 (interaction). (3) Result: 1 (interaction). The miRNA is mmu-miR-324-3p with sequence CCACUGCCCCAGGUGCUGCU. The protein sequence of the target gene is MEGRNAAAEPFVWVNSASAHSQSVAKAKYEFLFGKSEEKTPDSSDHGGSTLLPPTVTNEFPEYGTMEEGGEGLRASLDFDAKSPPCRLPGQQAVHLLAGQDSILNSVTEGPNDAPQCHPQEQSLQPIDSLISALKATEARIASGTFQATKVLDKDANFSVYQVDKELSTASHKPQRAHRTFPVGPGKSPDIPLSAEVPTEENLSLHIQEDLSALLPEEAQAHRSQITNYRRQGPLRVPESACPVSSSSAGSHNPVDRVGALREQRSDLGREHPRGYDRGGSMGRQGRIKHVEFQGVEILW.... (4) The miRNA is hsa-miR-548bb-3p with sequence CAAAAACCAUAGUUACUUUUGC. The protein sequence of the target gene is MRCPKSAVTMRNEELLLSNGTANKMNGALDHSDQPDPDAIKMFVGQIPRSWSEKELKELFEPYGAVYQINVLRDRSQNPPQSKGCCFVTFYTRKAALEAQNALHNIKTLPGMHHPIQMKPADSEKSNAVEDRKLFIGMVSKKCNENDIRVMFSPFGQIEECRILRGPDGLSRGCAFVTFSTRAMAQNAIKAMHQSQTMEGCSSPIVVKFADTQKDKEQRRLQQQLAQQMQQLNTATWGNLTGLGGLTPQYLALLQQATSSSNLGAFSGIQQMAGMNALQLQNLATLAAAAAAAQTSATST.... Result: 1 (interaction). (5) The miRNA is hsa-miR-551b-3p with sequence GCGACCCAUACUUGGUUUCAG. The protein sequence of the target gene is MTNPWEEKVCKMAQTSLLQGKQFYCREWVFHKLQHCLQEKSNCCNSAVNAPSLVMNSGNNASGVSGKGAAWGVLLVGGPGSGKTALCTELLWPSSPASLQRGLHRQALAFHFCKAQDSDTLCVGGFIRGLVAQICRSGLLQGYEDKLRDPAVQSLLQPGECERNPAEAFKRCVLLPLLGMKPPQQSLYLLVDSVDEGCNITEGEQTSTSLSGTVAALLAGHHEFFPPWLLLLCSARKQSKAVTKMFTGFRKISLDDLRKAYIVKDVQQYILHRLDQEEALRQHLTKETAEMLNQLHIKSS.... Result: 1 (interaction). (6) The miRNA is rno-miR-30b-5p with sequence UGUAAACAUCCUACACUCAGCU. The protein sequence of the target gene is MTENSDKVPIALVGPDDVEFCSPPAYATLTVKPSSPARLLKVGAVVLISGAVLLLFGAIGAFYFWKGSDSHIYNVHYTMSINGKLQDGSMEIDAGNNLETFKMGSGAEEAIAVNDFQNGITGIRFAGGEKCYIKAQVKARIPEVGAVTKQSISSKLEGKIMPVKYEENSLIWVAVDQPVKDNSFLSSKVLELCGDLPIFWLKPTYPKEIQRERREVVRKIVPTTTKRPHSGPRSNPGAGRLNNETRPSVQEDSQAFNPDNPYHQQEGESMTFDPRLDHEGICCIECRRSYTHCQKICEPL.... Result: 0 (no interaction). (7) The miRNA is dme-miR-12-5p with sequence UGAGUAUUACAUCAGGUACUGGU. The protein sequence of the target gene is MKEEVKGIPVRVALRCRPLVPKEISEGCQMCLSFVPGEPQVVVGTDKSFTYDFVFDPSTEQEEVFNTAVAPLIKGVFKGYNATVLAYGQTGSGKTYSMGGAYTAEQENEPTVGVIPRVIQLLFKEIDKKSDFEFTLKVSYLEIYNEEILDLLCPSREKAQINIREDPKEGIKIVGLTEKTVLVALDTVSCLEQGNNSRTVASTAMNSQSSRSHAIFTISLEQRKKSDKNSSFRSKLHLVDLAGSERQKKTKAEGDRLKEGININRGLLCLGNVISALGDDKKGGFVPYRDSKLTRLLQDS.... Result: 0 (no interaction). (8) The miRNA is mmu-miR-542-5p with sequence CUCGGGGAUCAUCAUGUCACGA. The protein sequence of the target gene is MQRLTELATALGAFLGLLAVAAMAGPNFPQIDTPNMLPAHHRQKRDWIWNQMHIDEEKNESLPHYVGKIKSNVNRQNAKYVLQGEFAGKIFGVDANTGNVLAYERLDREKVSEYFLTALIVDKNTNKNLEQPSSFTVKVHDINDNWPVFSHQVFNASVPEMSAIGTSVIRVTAVDADDPTVAGHATVLYQIVKGNEYFSIDNSGLIFTKIKNLDREKQAEYKIVVETQDALGLRGESGTATVMIRLEDINDNFPVFTQSTYTFSVPEDIRVGKPLGFLTVVDPDEPQNRMTKYSIMQGEY.... Result: 0 (no interaction). (9) Result: 1 (interaction). The protein sequence of the target gene is MSAEGAEPGPGSGSGPGPGPLCPEHGQALSWFCGSERRPVCAACAGLGGRCRGHRIRRAEERAEELRNKIVDQCERLQLQSAAITKYVADVLPGKNQRAVSMASAARELVIQRLSLVRSLCESEEQRLLEQVHGEEERAHQSILTQRVHWAEALQKLDTIRTGLVGMLTHLDDLQLIQKEQEIFERTEEAEGILDPQESEMLNFNEKCTRSPLLTQLWATAVLGSLSGTEDIRIDERTVSPFLQLSDDRKTLTFSTKKSKACADGPERFDHWPNALAATSFQNGLHAWMVNVQNSCAYKV.... The miRNA is hsa-miR-6854-5p with sequence AAGCUCAGGUUUGAGAACUGCUGA. (10) The miRNA is rno-miR-433-3p with sequence AUCAUGAUGGGCUCCUCGGUGU. The protein sequence of the target gene is MVGEMEAKEKPKPSPDYLMQLMNDKKLMSSLPNFCGIFNHLERLLDEEISRVRKDMYNDTLNGSTEKRSAELPDAVGPIVQLQEKLYVPVKEYPDFNFVGRILGPRGLTAKQLEAETGCKIMVRGKGSMRDKKKEEQNRGKPNWEHLNEDLHVLITVEDAQNRAEIKLKRAVEEVKKLLIPAAEGEDSLKKMQLMELAILNGTYRDANIKSPALAFSLAATAQAPRIITGPAPVLPPAALRTPTPAGPTIMPLIRQIQTAVMPNGTPHPTAAIVPPGPEAGLIYTPYEYPYTLAPATSIL.... Result: 0 (no interaction).